From a dataset of Full USPTO retrosynthesis dataset with 1.9M reactions from patents (1976-2016). Predict the reactants needed to synthesize the given product. (1) Given the product [NH2:23][C@H:18]1[C@@H:19]([F:22])[CH2:20][O:21][C@H:15]([C:14]2[N:13]([CH3:31])[N:12]=[CH:11][C:10]=2[NH:9][C:7]([C:5]2[N:6]=[C:2]([C:37]3[C:33]([CH3:32])=[N:34][O:35][C:36]=3[CH3:41])[S:3][CH:4]=2)=[O:8])[CH2:16][CH2:17]1, predict the reactants needed to synthesize it. The reactants are: Br[C:2]1[S:3][CH:4]=[C:5]([C:7]([NH:9][C:10]2[CH:11]=[N:12][N:13]([CH3:31])[C:14]=2[C@H:15]2[O:21][CH2:20][C@H:19]([F:22])[C@H:18]([NH:23]C(=O)OC(C)(C)C)[CH2:17][CH2:16]2)=[O:8])[N:6]=1.[CH3:32][C:33]1[C:37](B(O)O)=[C:36]([CH3:41])[O:35][N:34]=1. (2) Given the product [F:10][C:3]1[CH:4]=[C:5]([CH3:9])[C:6]([F:8])=[CH:7][C:2]=1[CH2:24][OH:25], predict the reactants needed to synthesize it. The reactants are: Br[C:2]1[CH:7]=[C:6]([F:8])[C:5]([CH3:9])=[CH:4][C:3]=1[F:10].C([Li])CCC.CCCCCC.CN(C)[CH:24]=[O:25].[BH4-].[Na+].